Dataset: Peptide-MHC class I binding affinity with 185,985 pairs from IEDB/IMGT. Task: Regression. Given a peptide amino acid sequence and an MHC pseudo amino acid sequence, predict their binding affinity value. This is MHC class I binding data. (1) The peptide sequence is HLTWSHAGY. The MHC is HLA-B35:01 with pseudo-sequence HLA-B35:01. The binding affinity (normalized) is 0.695. (2) The peptide sequence is YLHPKDKYLY. The MHC is Mamu-B17 with pseudo-sequence Mamu-B17. The binding affinity (normalized) is 0.113. (3) The peptide sequence is SAVPVDWVPT. The MHC is HLA-A32:01 with pseudo-sequence HLA-A32:01. The binding affinity (normalized) is 0.0909. (4) The peptide sequence is KLRRGDLPFV. The MHC is HLA-A02:03 with pseudo-sequence HLA-A02:03. The binding affinity (normalized) is 0.796. (5) The peptide sequence is RFVLFPLF. The MHC is H-2-Db with pseudo-sequence H-2-Db. The binding affinity (normalized) is 0. (6) The peptide sequence is ETMKPAAMV. The MHC is HLA-B15:01 with pseudo-sequence HLA-B15:01. The binding affinity (normalized) is 0.0847. (7) The peptide sequence is YAKFARITL. The MHC is HLA-B07:02 with pseudo-sequence HLA-B07:02. The binding affinity (normalized) is 0.0847. (8) The peptide sequence is TRSFTTHFL. The MHC is HLA-A03:01 with pseudo-sequence HLA-A03:01. The binding affinity (normalized) is 0.0847. (9) The peptide sequence is KLINTLFHA. The MHC is HLA-A25:01 with pseudo-sequence HLA-A25:01. The binding affinity (normalized) is 0.0847.